Dataset: Full USPTO retrosynthesis dataset with 1.9M reactions from patents (1976-2016). Task: Predict the reactants needed to synthesize the given product. (1) The reactants are: [Si:1]([O:8][CH2:9][C:10]1[N:15]=[CH:14][C:13]2[N:16]=[CH:17][N:18]([C:19]3[S:23][C:22]([C:24]([O:26]C)=O)=[C:21]([O:28][C@@H:29]([C:31]4[CH:36]=[CH:35][CH:34]=[CH:33][C:32]=4[Cl:37])[CH3:30])[CH:20]=3)[C:12]=2[CH:11]=1)([C:4]([CH3:7])([CH3:6])[CH3:5])([CH3:3])[CH3:2].[NH3:38]. Given the product [Si:1]([O:8][CH2:9][C:10]1[N:15]=[CH:14][C:13]2[N:16]=[CH:17][N:18]([C:19]3[S:23][C:22]([C:24]([NH2:38])=[O:26])=[C:21]([O:28][C@@H:29]([C:31]4[CH:36]=[CH:35][CH:34]=[CH:33][C:32]=4[Cl:37])[CH3:30])[CH:20]=3)[C:12]=2[CH:11]=1)([C:4]([CH3:7])([CH3:5])[CH3:6])([CH3:3])[CH3:2], predict the reactants needed to synthesize it. (2) Given the product [C:25]([C:27]1[CH:28]=[C:29]([C:30]2[O:1][N:2]=[C:3]([C:4]3[C:14]4[CH2:13][CH2:12][N:11]([C:15]([O:17][C:18]([CH3:19])([CH3:21])[CH3:20])=[O:16])[CH2:10][CH2:9][C:8]=4[CH:7]=[CH:6][CH:5]=3)[N:22]=2)[CH:34]=[CH:35][C:36]=1[O:37][CH:38]([CH3:39])[CH3:40])#[N:26], predict the reactants needed to synthesize it. The reactants are: [OH:1][NH:2][C:3](=[NH:22])[C:4]1[C:14]2[CH2:13][CH2:12][N:11]([C:15]([O:17][C:18]([CH3:21])([CH3:20])[CH3:19])=[O:16])[CH2:10][CH2:9][C:8]=2[CH:7]=[CH:6][CH:5]=1.[H-].[Na+].[C:25]([C:27]1[CH:28]=[C:29]([CH:34]=[CH:35][C:36]=1[O:37][CH:38]([CH3:40])[CH3:39])[C:30](OC)=O)#[N:26]. (3) Given the product [Br:1][C:2]1[CH:7]=[C:6]([NH:13][CH:9]2[CH2:12][CH2:11][CH2:10]2)[CH:5]=[N:4][CH:3]=1, predict the reactants needed to synthesize it. The reactants are: [Br:1][C:2]1[CH:3]=[N:4][CH:5]=[C:6](F)[CH:7]=1.[CH:9]1([NH2:13])[CH2:12][CH2:11][CH2:10]1. (4) Given the product [I-:33].[CH2:9]([O:8][C:6](=[O:7])[CH2:5][C@@H:4]([NH:16][S:17]([C:20]1[CH:21]=[CH:22][C:23]([CH2:26][CH2:27][CH2:28][CH2:29][CH3:30])=[CH:24][CH:25]=1)(=[O:19])=[O:18])[CH2:3][N+:2]([CH3:32])([CH3:1])[CH3:31])[C:10]1[CH:15]=[CH:14][CH:13]=[CH:12][CH:11]=1, predict the reactants needed to synthesize it. The reactants are: [CH3:1][N:2]([CH3:31])[CH2:3][C@H:4]([NH:16][S:17]([C:20]1[CH:25]=[CH:24][C:23]([CH2:26][CH2:27][CH2:28][CH2:29][CH3:30])=[CH:22][CH:21]=1)(=[O:19])=[O:18])[CH2:5][C:6]([O:8][CH2:9][C:10]1[CH:15]=[CH:14][CH:13]=[CH:12][CH:11]=1)=[O:7].[CH3:32][I:33].